This data is from Forward reaction prediction with 1.9M reactions from USPTO patents (1976-2016). The task is: Predict the product of the given reaction. (1) The product is: [F:14][C:15]1[CH:16]=[C:17]([CH:18]=[CH:19][C:20]=1[F:21])[CH2:22][O:23][C:2]1[CH:3]=[C:4]2[N:11]([CH3:12])[CH:10]([CH3:13])[CH2:9][N:5]2[C:6](=[O:8])[N:7]=1. Given the reactants Cl[C:2]1[CH:3]=[C:4]2[N:11]([CH3:12])[CH:10]([CH3:13])[CH2:9][N:5]2[C:6](=[O:8])[N:7]=1.[F:14][C:15]1[CH:16]=[C:17]([CH2:22][OH:23])[CH:18]=[CH:19][C:20]=1[F:21], predict the reaction product. (2) Given the reactants [CH3:1][C:2]1[CH:7]=[C:6]([C:8](=O)[CH2:9][C@H:10]([C:18]2[CH:23]=[CH:22][C:21]([C:24]3[CH:29]=[CH:28][C:27]([C:30]([OH:32])=[O:31])=[CH:26][CH:25]=3)=[CH:20][CH:19]=2)[C:11]2[CH:16]=[CH:15][CH:14]=[CH:13][C:12]=2[CH3:17])[CH:5]=[C:4]([CH3:34])[N:3]=1.Cl.[NH2:36][OH:37].C(=O)([O-])O.[Na+], predict the reaction product. The product is: [CH3:1][C:2]1[CH:7]=[C:6](/[C:8](=[N:36]/[OH:37])/[CH2:9][C@H:10]([C:18]2[CH:19]=[CH:20][C:21]([C:24]3[CH:25]=[CH:26][C:27]([C:30]([OH:32])=[O:31])=[CH:28][CH:29]=3)=[CH:22][CH:23]=2)[C:11]2[CH:16]=[CH:15][CH:14]=[CH:13][C:12]=2[CH3:17])[CH:5]=[C:4]([CH3:34])[N:3]=1. (3) Given the reactants Br[C:2]1[CH:3]=[C:4]2[CH2:27][C:9]3([C:17]4[C:12](=[N:13][CH:14]=[CH:15][CH:16]=4)[N:11]([CH2:18][O:19][CH2:20][CH2:21][Si:22]([CH3:25])([CH3:24])[CH3:23])[C:10]3=[O:26])[CH2:8][C:5]2=[N:6][CH:7]=1.[CH2:28](Cl)Cl.[C:31]([O-:34])(=[O:33])C.[Na+].[C]=O, predict the reaction product. The product is: [O:26]=[C:10]1[N:11]([CH2:18][O:19][CH2:20][CH2:21][Si:22]([CH3:25])([CH3:24])[CH3:23])[C:12]2=[N:13][CH:14]=[CH:15][CH:16]=[C:17]2[C:9]21[CH2:8][C:5]1=[N:6][CH:7]=[C:2]([C:31]([O:34][CH3:28])=[O:33])[CH:3]=[C:4]1[CH2:27]2. (4) Given the reactants O=C1C2C(=CC=CC=2)C(=O)[N:3]1[CH2:12][C@H:13]([NH:26][C:27]([C@H:29]1C[C@@H:30]1C1SC=CC=1)=[O:28])[C:14]1[CH:19]=[CH:18][C:17]([O:20][CH2:21][C@@H:22]([CH3:25])[CH2:23][CH3:24])=[CH:16][CH:15]=1.O.NN, predict the reaction product. The product is: [NH2:3][CH2:12][C@H:13]([NH:26][C:27](=[O:28])[C@H:29]([C:14]1[CH:19]=[CH:18][CH:17]=[CH:16][CH:15]=1)[CH3:30])[C:14]1[CH:19]=[CH:18][C:17]([O:20][CH2:21][C@@H:22]([CH3:25])[CH2:23][CH3:24])=[CH:16][CH:15]=1. (5) Given the reactants Br[C:2]1[CH:3]=[CH:4][C:5]([N+:8]([O-:10])=[O:9])=[N:6][CH:7]=1.[C:11]([N:14]1[CH2:19][CH2:18][NH:17][CH2:16][CH2:15]1)(=[O:13])[CH3:12].C([O-])([O-])=O.[Cs+].[Cs+].C1C=CC(P(C2C(C3C(P(C4C=CC=CC=4)C4C=CC=CC=4)=CC=C4C=3C=CC=C4)=C3C(C=CC=C3)=CC=2)C2C=CC=CC=2)=CC=1, predict the reaction product. The product is: [N+:8]([C:5]1[N:6]=[CH:7][C:2]([N:17]2[CH2:18][CH2:19][N:14]([C:11](=[O:13])[CH3:12])[CH2:15][CH2:16]2)=[CH:3][CH:4]=1)([O-:10])=[O:9]. (6) Given the reactants [F:1][C:2]([F:14])([F:13])[C:3]1[CH:4]=[C:5]([NH:9][C:10]([NH2:12])=[O:11])[CH:6]=[CH:7][CH:8]=1.[C:15]([C:17]1[CH:24]=[CH:23][C:20]([CH:21]=O)=[CH:19][CH:18]=1)#[N:16].[CH3:25][C:26](=O)[CH2:27][C:28](=[O:30])[CH3:29], predict the reaction product. The product is: [C:28]([C:27]1[CH:21]([C:20]2[CH:23]=[CH:24][C:17]([C:15]#[N:16])=[CH:18][CH:19]=2)[NH:12][C:10](=[O:11])[N:9]([C:5]2[CH:6]=[CH:7][CH:8]=[C:3]([C:2]([F:13])([F:14])[F:1])[CH:4]=2)[C:26]=1[CH3:25])(=[O:30])[CH3:29]. (7) Given the reactants Br[CH2:2][C:3](Br)=[O:4].[CH2:6]([NH:13][CH2:14][CH3:15])[C:7]1[CH:12]=[CH:11][CH:10]=[CH:9][CH:8]=1.[C:16]([C:20]1[CH:25]=[CH:24][C:23]([S:26]([NH:29][C:30]2[CH:35]=[CH:34][CH:33]=[CH:32][C:31]=2[O:36][CH3:37])(=[O:28])=[O:27])=[CH:22][CH:21]=1)([CH3:19])([CH3:18])[CH3:17], predict the reaction product. The product is: [CH2:6]([N:13]([CH2:14][CH3:15])[C:3](=[O:4])[CH2:2][N:29]([S:26]([C:23]1[CH:22]=[CH:21][C:20]([C:16]([CH3:19])([CH3:18])[CH3:17])=[CH:25][CH:24]=1)(=[O:27])=[O:28])[C:30]1[CH:35]=[CH:34][CH:33]=[CH:32][C:31]=1[O:36][CH3:37])[C:7]1[CH:12]=[CH:11][CH:10]=[CH:9][CH:8]=1.